The task is: Regression. Given two drug SMILES strings and cell line genomic features, predict the synergy score measuring deviation from expected non-interaction effect.. This data is from NCI-60 drug combinations with 297,098 pairs across 59 cell lines. (1) Drug 1: CC12CCC3C(C1CCC2=O)CC(=C)C4=CC(=O)C=CC34C. Drug 2: C1=CC(=CC=C1CCCC(=O)O)N(CCCl)CCCl. Cell line: HL-60(TB). Synergy scores: CSS=84.6, Synergy_ZIP=-1.40, Synergy_Bliss=-4.75, Synergy_Loewe=-4.40, Synergy_HSA=-3.63. (2) Synergy scores: CSS=9.04, Synergy_ZIP=0.839, Synergy_Bliss=5.21, Synergy_Loewe=4.68, Synergy_HSA=5.02. Drug 1: CC1=CC=C(C=C1)C2=CC(=NN2C3=CC=C(C=C3)S(=O)(=O)N)C(F)(F)F. Drug 2: CC1CCC2CC(C(=CC=CC=CC(CC(C(=O)C(C(C(=CC(C(=O)CC(OC(=O)C3CCCCN3C(=O)C(=O)C1(O2)O)C(C)CC4CCC(C(C4)OC)O)C)C)O)OC)C)C)C)OC. Cell line: K-562. (3) Drug 1: C1=NC2=C(N1)C(=S)N=C(N2)N. Drug 2: COCCOC1=C(C=C2C(=C1)C(=NC=N2)NC3=CC=CC(=C3)C#C)OCCOC.Cl. Cell line: SNB-75. Synergy scores: CSS=13.2, Synergy_ZIP=-5.85, Synergy_Bliss=-0.160, Synergy_Loewe=-0.0762, Synergy_HSA=0.424. (4) Drug 1: CC1=CC=C(C=C1)C2=CC(=NN2C3=CC=C(C=C3)S(=O)(=O)N)C(F)(F)F. Drug 2: CCCCCOC(=O)NC1=NC(=O)N(C=C1F)C2C(C(C(O2)C)O)O. Cell line: SN12C. Synergy scores: CSS=1.26, Synergy_ZIP=4.43, Synergy_Bliss=0.125, Synergy_Loewe=-0.124, Synergy_HSA=-1.28. (5) Drug 1: CS(=O)(=O)C1=CC(=C(C=C1)C(=O)NC2=CC(=C(C=C2)Cl)C3=CC=CC=N3)Cl. Drug 2: CS(=O)(=O)CCNCC1=CC=C(O1)C2=CC3=C(C=C2)N=CN=C3NC4=CC(=C(C=C4)OCC5=CC(=CC=C5)F)Cl. Cell line: A498. Synergy scores: CSS=4.92, Synergy_ZIP=-1.56, Synergy_Bliss=-0.345, Synergy_Loewe=-2.50, Synergy_HSA=-1.40.